This data is from NCI-60 drug combinations with 297,098 pairs across 59 cell lines. The task is: Regression. Given two drug SMILES strings and cell line genomic features, predict the synergy score measuring deviation from expected non-interaction effect. (1) Drug 1: CN1C2=C(C=C(C=C2)N(CCCl)CCCl)N=C1CCCC(=O)O.Cl. Drug 2: C1CN(CCN1C(=O)CCBr)C(=O)CCBr. Cell line: SNB-75. Synergy scores: CSS=11.7, Synergy_ZIP=-4.14, Synergy_Bliss=-2.43, Synergy_Loewe=-7.67, Synergy_HSA=-3.31. (2) Drug 1: CC1=C(C(CCC1)(C)C)C=CC(=CC=CC(=CC(=O)O)C)C. Drug 2: CCCCCOC(=O)NC1=NC(=O)N(C=C1F)C2C(C(C(O2)C)O)O. Cell line: MDA-MB-231. Synergy scores: CSS=-0.520, Synergy_ZIP=3.71, Synergy_Bliss=2.13, Synergy_Loewe=-3.79, Synergy_HSA=-3.52. (3) Drug 1: C1=NNC2=C1C(=O)NC=N2. Drug 2: COCCOC1=C(C=C2C(=C1)C(=NC=N2)NC3=CC=CC(=C3)C#C)OCCOC.Cl. Cell line: NCI-H460. Synergy scores: CSS=9.24, Synergy_ZIP=-1.88, Synergy_Bliss=0.607, Synergy_Loewe=-0.637, Synergy_HSA=-0.778.